Task: Regression. Given two drug SMILES strings and cell line genomic features, predict the synergy score measuring deviation from expected non-interaction effect.. Dataset: NCI-60 drug combinations with 297,098 pairs across 59 cell lines Drug 1: C1CCN(CC1)CCOC2=CC=C(C=C2)C(=O)C3=C(SC4=C3C=CC(=C4)O)C5=CC=C(C=C5)O. Drug 2: CCC1(CC2CC(C3=C(CCN(C2)C1)C4=CC=CC=C4N3)(C5=C(C=C6C(=C5)C78CCN9C7C(C=CC9)(C(C(C8N6C=O)(C(=O)OC)O)OC(=O)C)CC)OC)C(=O)OC)O.OS(=O)(=O)O. Synergy scores: CSS=28.7, Synergy_ZIP=8.37, Synergy_Bliss=8.41, Synergy_Loewe=-32.8, Synergy_HSA=3.70. Cell line: KM12.